Dataset: Forward reaction prediction with 1.9M reactions from USPTO patents (1976-2016). Task: Predict the product of the given reaction. Given the reactants COCCOCCOCCOC.C[Si](Br)(C)C.Br[C:19]([F:26])([F:25])[C:20]([O:22][CH2:23][CH3:24])=[O:21].Br[C:28]1[N:29]=[CH:30][C:31]([C:34]([O:36][CH:37]([CH3:39])[CH3:38])=[O:35])=[N:32][CH:33]=1.[Cl-].[Na+].Cl, predict the reaction product. The product is: [CH2:23]([O:22][C:20](=[O:21])[C:19]([C:28]1[N:29]=[CH:30][C:31]([C:34]([O:36][CH:37]([CH3:39])[CH3:38])=[O:35])=[N:32][CH:33]=1)([F:26])[F:25])[CH3:24].